This data is from Reaction yield outcomes from USPTO patents with 853,638 reactions. The task is: Predict the reaction yield, written as a fraction of the theoretical maximum amount of product (1.0 means a 100% yield; for example, 0.34 means a 34% yield). (1) The reactants are Cl.O.O.[CH2:4]=[C:5]1[C:10](=[O:11])[CH:9]2[CH2:12][CH2:13][N:6]1[CH2:7][CH2:8]2.C([O-])([O-])=O.[K+].[K+].C(Cl)Cl. The catalyst is O. The product is [CH2:4]=[C:5]1[C:10](=[O:11])[CH:9]2[CH2:12][CH2:13][N:6]1[CH2:7][CH2:8]2. The yield is 1.00. (2) The reactants are [C:1]1([C:7]2[CH:8]=[CH:9][C:10]([C:13]([NH:15][CH2:16][C:17]([OH:19])=O)=[O:14])=[N:11][CH:12]=2)[CH:6]=[CH:5][CH:4]=[CH:3][CH:2]=1.CCN(C(C)C)C(C)C.C1C=CC2N(O)N=NC=2C=1.CCN=C=NCCCN(C)C.Cl.Cl.[Cl:52][C:53]1[CH:65]=[CH:64][CH:63]=[CH:62][C:54]=1[O:55][CH:56]1[CH2:61][CH2:60][NH:59][CH2:58][CH2:57]1. The catalyst is CN(C=O)C.O. The product is [O:19]=[C:17]([N:59]1[CH2:58][CH2:57][CH:56]([O:55][C:54]2[CH:62]=[CH:63][CH:64]=[CH:65][C:53]=2[Cl:52])[CH2:61][CH2:60]1)[CH2:16][NH:15][C:13]([C:10]1[CH:9]=[CH:8][C:7]([C:1]2[CH:2]=[CH:3][CH:4]=[CH:5][CH:6]=2)=[CH:12][N:11]=1)=[O:14]. The yield is 0.440. (3) The reactants are [Br:1][C:2]1[C:3]([N:18]2[CH2:23][CH2:22][CH:21]([CH3:24])[CH2:20][CH2:19]2)=[C:4]([C@H:10]([OH:17])[C:11]([O:13][CH:14]([CH3:16])[CH3:15])=[O:12])[C:5]([CH3:9])=[N:6][C:7]=1[CH3:8]. The catalyst is C(Cl)Cl. The product is [Br:1][C:2]1[C:3]([N:18]2[CH2:23][CH2:22][CH:21]([CH3:24])[CH2:20][CH2:19]2)=[C:4]([C@H:10]([O:17][C:4]([CH3:10])([CH3:5])[CH3:3])[C:11]([O:13][CH:14]([CH3:16])[CH3:15])=[O:12])[C:5]([CH3:9])=[N:6][C:7]=1[CH3:8]. The yield is 0.710. (4) The reactants are C1(C(C2C=CC=CC=2)[N:8]2[CH2:11][CH:10]([N:12]3[CH2:17][CH2:16][N:15]([C:18](=[O:21])[CH2:19][CH3:20])[CH2:14][CH2:13]3)[CH2:9]2)C=CC=CC=1. The catalyst is C(O)C.C(O)(=O)C.[OH-].[OH-].[Pd+2]. The product is [NH:8]1[CH2:9][CH:10]([N:12]2[CH2:17][CH2:16][N:15]([C:18](=[O:21])[CH2:19][CH3:20])[CH2:14][CH2:13]2)[CH2:11]1. The yield is 1.00. (5) The catalyst is C1(C)C=CC=CC=1. The yield is 0.720. The reactants are [NH2:1][C:2]1[CH:25]=[CH:24][C:5]([O:6][C:7]2[C:16]3[C:11](=[CH:12][C:13]([O:19][CH2:20][CH2:21][O:22][CH3:23])=[C:14]([C:17]#[N:18])[CH:15]=3)[N:10]=[CH:9][CH:8]=2)=[CH:4][C:3]=1[F:26].[F:27][C:28]1[CH:33]=[CH:32][CH:31]=[CH:30][C:29]=1[N:34]=[C:35]=[O:36]. The product is [C:17]([C:14]1[CH:15]=[C:16]2[C:11](=[CH:12][C:13]=1[O:19][CH2:20][CH2:21][O:22][CH3:23])[N:10]=[CH:9][CH:8]=[C:7]2[O:6][C:5]1[CH:24]=[CH:25][C:2]([NH:1][C:35]([NH:34][C:29]2[CH:30]=[CH:31][CH:32]=[CH:33][C:28]=2[F:27])=[O:36])=[C:3]([F:26])[CH:4]=1)#[N:18]. (6) The catalyst is C1(C)C=CC=CC=1. The reactants are N1CCCCC1.[CH3:7][O:8][C:9]1[CH:10]=[C:11]([CH:14]=[CH:15][C:16]=1[O:17][CH3:18])[CH:12]=O.C([CH2:22][C:23]([NH:25][C:26]1[C:27]([C:36]([OH:38])=[O:37])=[CH:28][C:29]2[C:34]([CH:35]=1)=[CH:33][CH:32]=[CH:31][CH:30]=2)=[O:24])(O)=O.Cl. The product is [CH3:7][O:8][C:9]1[CH:10]=[C:11](/[CH:12]=[CH:22]/[C:23]([NH:25][C:26]2[C:27]([C:36]([OH:38])=[O:37])=[CH:28][C:29]3[C:34]([CH:35]=2)=[CH:33][CH:32]=[CH:31][CH:30]=3)=[O:24])[CH:14]=[CH:15][C:16]=1[O:17][CH3:18]. The yield is 0.660. (7) The reactants are C(OC(=O)[NH:7][CH:8]([CH3:16])[CH2:9][N:10]1[CH2:15][CH2:14][O:13][CH2:12][CH2:11]1)(C)(C)C.Cl. The catalyst is CO. The product is [CH3:16][C@H:8]([NH2:7])[CH2:9][N:10]1[CH2:15][CH2:14][O:13][CH2:12][CH2:11]1. The yield is 0.960. (8) The reactants are [Cl:1][C:2]1[CH:15]=[CH:14][C:13]([N+:16]([O-:18])=[O:17])=[CH:12][C:3]=1[N:4]=[C:5]1[NH:11][CH2:10][CH2:9][CH2:8]C[NH:6]1.CC(C)([O-])C.[K+]. No catalyst specified. The product is [Cl:1][C:2]1[C:3]2[N:4]=[C:5]3[NH:6][CH2:8][CH2:9][CH2:10][N:11]3[C:12]=2[C:13]([N+:16]([O-:18])=[O:17])=[CH:14][CH:15]=1. The yield is 0.730. (9) The reactants are [Cl:1][C:2]1[N:7]=[C:6]([CH3:8])[CH:5]=[CH:4][CH:3]=1.[F:9][C:10]1[CH:20]=[CH:19][C:13]([C:14](OCC)=[O:15])=[CH:12][CH:11]=1.C[Si]([N-][Si](C)(C)C)(C)C.[Li+]. The catalyst is O1CCCC1. The product is [Cl:1][C:2]1[N:7]=[C:6]([CH2:8][C:14]([C:13]2[CH:19]=[CH:20][C:10]([F:9])=[CH:11][CH:12]=2)=[O:15])[CH:5]=[CH:4][CH:3]=1. The yield is 0.660.